Predict the reaction yield, written as a fraction of the theoretical maximum amount of product (1.0 means a 100% yield; for example, 0.34 means a 34% yield). From a dataset of Reaction yield outcomes from USPTO patents with 853,638 reactions. (1) The reactants are [Cl:1][C:2]1[C:12]2[O:11][CH2:10][CH2:9][N:8]([CH:13]([CH3:15])[CH3:14])[CH2:7][C:6]=2[CH:5]=[CH:4][CH:3]=1.[Cl:16][S:17](O)(=[O:19])=[O:18].ClCCl.C(=O)([O-])O.[Na+]. The catalyst is C(Cl)(Cl)Cl. The product is [Cl:1][C:2]1[C:12]2[O:11][CH2:10][CH2:9][N:8]([CH:13]([CH3:15])[CH3:14])[CH2:7][C:6]=2[CH:5]=[C:4]([S:17]([Cl:16])(=[O:19])=[O:18])[CH:3]=1. The yield is 0.110. (2) The reactants are [Cl:1][C:2]1[CH:9]=[CH:8][CH:7]=[C:6](Br)[C:3]=1[CH:4]=[O:5].[N:11]1[CH:16]=[CH:15][C:14](B(O)O)=[CH:13][CH:12]=1.C(#N)C.C(=O)([O-])[O-].[Na+].[Na+]. The catalyst is Cl[Pd](Cl)([P](C1C=CC=CC=1)(C1C=CC=CC=1)C1C=CC=CC=1)[P](C1C=CC=CC=1)(C1C=CC=CC=1)C1C=CC=CC=1.CO. The product is [Cl:1][C:2]1[CH:9]=[CH:8][CH:7]=[C:6]([C:14]2[CH:15]=[CH:16][N:11]=[CH:12][CH:13]=2)[C:3]=1[CH:4]=[O:5]. The yield is 0.510. (3) The reactants are Cl.[OH:2][CH:3]1[CH2:8][CH2:7][NH:6][CH2:5][C:4]1([CH3:13])[C:9]([O:11][CH3:12])=[O:10].CCN(C(C)C)C(C)C.[Br:23][C:24]1[CH:25]=[N:26][C:27](Cl)=[N:28][CH:29]=1. The catalyst is CCO. The product is [Br:23][C:24]1[CH:25]=[N:26][C:27]([N:6]2[CH2:7][CH2:8][CH:3]([OH:2])[C:4]([CH3:13])([C:9]([O:11][CH3:12])=[O:10])[CH2:5]2)=[N:28][CH:29]=1. The yield is 0.550. (4) The yield is 0.470. The catalyst is O1CCCC1. The reactants are [F-].C([N+](CCCC)(CCCC)CCCC)CCC.[CH3:19][O:20][C:21](=[O:60])[CH2:22][C:23]1[CH:28]=[CH:27][C:26]([C:29]2[CH:34]=[CH:33][C:32]([C:35]([CH2:57][CH3:58])([C:38]3[CH:43]=[CH:42][C:41]([C:44]#[C:45][C:46]4([O:51][Si](C)(C)C)[CH2:50][CH2:49][CH2:48][CH2:47]4)=[C:40]([CH3:56])[CH:39]=3)[CH2:36][CH3:37])=[CH:31][C:30]=2[CH3:59])=[CH:25][N:24]=1. The product is [CH3:19][O:20][C:21](=[O:60])[CH2:22][C:23]1[CH:28]=[CH:27][C:26]([C:29]2[CH:34]=[CH:33][C:32]([C:35]([CH2:36][CH3:37])([C:38]3[CH:43]=[CH:42][C:41]([C:44]#[C:45][C:46]4([OH:51])[CH2:50][CH2:49][CH2:48][CH2:47]4)=[C:40]([CH3:56])[CH:39]=3)[CH2:57][CH3:58])=[CH:31][C:30]=2[CH3:59])=[CH:25][N:24]=1.